From a dataset of Catalyst prediction with 721,799 reactions and 888 catalyst types from USPTO. Predict which catalyst facilitates the given reaction. Reactant: [CH3:1][C:2]1[N:7]=[N:6][CH:5]=[C:4]([N:8]2[CH2:13][CH2:12][CH:11]([NH:14]C(=O)OC(C)(C)C)[CH2:10][CH2:9]2)[CH:3]=1.[ClH:22]. Product: [ClH:22].[ClH:22].[CH3:1][C:2]1[N:7]=[N:6][CH:5]=[C:4]([N:8]2[CH2:13][CH2:12][CH:11]([NH2:14])[CH2:10][CH2:9]2)[CH:3]=1. The catalyst class is: 4.